Regression. Given a target protein amino acid sequence and a drug SMILES string, predict the binding affinity score between them. We predict pKi (pKi = -log10(Ki in M); higher means stronger inhibition). Dataset: bindingdb_ki. From a dataset of Drug-target binding data from BindingDB using Ki measurements. (1) The drug is CCC[C@H](OP(=O)(O)OP(=O)(O)OP(=O)(O)O)[C@H]1OC(n2cnc3c(N)ncnc32)[C@H](O)[C@@H]1O. The target protein (P39069) has sequence MEDKLKKAKIIFVVGGPGSGKGTQCEKIVQKYGYTHLSTGDLLRAEVSSGSSRGKMLSSIMEKGELVPLETVLDMLRDAMLAKVDSSNGFLIDGYPREVKQGEEFERKIAQPTLLLYVDAGPETMTQRLLKRGETSGRVDDNEETIKKRLETYYKATEPVISFYDKRGIVRKVNAEGSVDTVFSQVCTYLDSLK. The pKi is 3.5. (2) The compound is C(=C/Cc1ccccc1)\Cc1ccccc1. The target protein sequence is MSSKCDVVVVGGGISGMAAAKLLHDSGLNVIVLEARDRVGGRTYTVRNQNVKYVDLGGSYVGPTQNRILRLAKELGLETYKVNEVERLIHHVKAKSYPFRGPFPPAWNPIAYLDHNNLWRTMDDMGREIPSDAPWKAPLAEEWDYMTMKELLDKICWTESAKQLATLFVNLCVTAETHEVSALWFLWYVKQCGGTTRIISTTNGGQERKFLGGSGQVSERIMDLLGDRVKLERPVTHIDQTGEHVLVETLNHEVYEAKYVISAVPPILGMKIHFKPPLPMMRNQLITRVPLGSVIKCMVYYKEPFWRKKDYCGTMIIEGEEAPIAYTLDDTKPDGSYAAIMGFILSHKARKLARLTKEERLKKLCELYAKVLGSQEALQPVHYEEKNWCEEQYSGGCYTTYFPPGIMTQYGRVLRQPVGRIYFAGTETATHWSGYMEGAVEAGERAAREILHALGKIPEDEIWQSEPESVDVPAQPITTTFLERHLPSVPGLLRLIGLTT.... The pKi is 5.1. (3) The small molecule is Cc1nn(-c2c(F)cccc2F)cc1CN1CCC2(CC1)OCCc1cc(F)sc12.O=C(O)C(O)C(O)C(=O)O. The target protein (P41146) has sequence MEPLFPAPFWEVIYGSHLQGNLSLLSPNHSLLPPHLLLNASHGAFLPLGLKVTIVGLYLAVCVGGLLGNCLVMYVILRHTKMKTATNIYIFNLALADTLVLLTLPFQGTDILLGFWPFGNALCKTVIAIDYYNMFTSTFTLTAMSVDRYVAICHPIRALDVRTSSKAQAVNVAIWALASVVGVPVAIMGSAQVEDEEIECLVEIPTPQDYWGPVFAICIFLFSFIVPVLVISVCYSLMIRRLRGVRLLSGSREKDRNLRRITRLVLVVVAVFVGCWTPVQVFVLAQGLGVQPSSETAVAILRFCTALGYVNSCLNPILYAFLDENFKACFRKFCCASALRRDVQVSDRVRSIAKDVALACKTSETVPRPA. The pKi is 9.8. (4) The drug is CC(C)C(c1ccc(C(F)(F)F)cc1F)n1nc(CO)c2c(=O)[nH]c(N(C)C)nc21. The target protein sequence is MVLVLHHILIAVVQFLRRGQQVFLKPDEPPPPPPQPCADSLQDALLSLGSVIDISGLQRAVKEALSAVLPRVETVYTYLLDGESRLVCEDPPHELPQEGKVWEAIISQKRLGCNGLGLSDLPGKPLARLVAPLAPHTQVLVIPLVDKEAGAVAAVILVHCGQLSDNEEWSLQAVEKHTLVALRRVQALQQRRPSEAPRAVQNPPEGAVEDQKGGAAYTDRDRKILQLCGELYDLDASSLQLKVLQYLQQETRASRCCLLLVSEDSLQLSCKVMGDKVLGEEISFPLTGCLGQVVEDKKSIQLKDLTSEDVQQLQSMLGCELQAMLCVPVISRATDQVVALACAFNKLEGDLFTDQDEHVIQHCFHYTSTVLTSTLAFQKEQKLKCECQALLQVAKNLFTHLDDVSVLLQEIITEARNLSNAEICSVFLLDQNELVAKVFDGGVVDDESYEIRIPADQGIAGHVATTGQILNIPDAYAHPLFYRGVDDSTGFRTRNILCFP.... The pKi is 9.2. (5) The drug is O=S(=O)([O-])O[C@H]([C@H](O)C[S@@+]1C[C@@H](O)[C@H](O)[C@H]1CO)[C@H](O)[C@@H](O)CO. The target protein (O43451) has sequence MARKKLKKFTTLEIVLSVLLLVLFIISIVLIVLLAKESLKSTAPDPGTTGTPDPGTTGTPDPGTTGTTHARTTGPPDPGTTGTTPVSAECPVVNELERINCIPDQPPTKATCDQRGCCWNPQGAVSVPWCYYSKNHSYHVEGNLVNTNAGFTARLKNLPSSPVFGSNVDNVLLTAEYQTSNRFHFKLTDQTNNRFEVPHEHVQSFSGNAAASLTYQVEISRQPFSIKVTRRSNNRVLFDSSIGPLLFADQFLQLSTRLPSTNVYGLGEHVHQQYRHDMNWKTWPIFNRDTTPNGNGTNLYGAQTFFLCLEDASGLSFGVFLMNSNAMEVVLQPAPAITYRTIGGILDFYVFLGNTPEQVVQEYLELIGRPALPSYWALGFHLSRYEYGTLDNMREVVERNRAAQLPYDVQHADIDYMDERRDFTYDSVDFKGFPEFVNELHNNGQKLVIIVDPAISNNSSSSKPYGPYDRGSDMKIWVNSSDGVTPLIGEVWPGQTVFPD.... The pKi is 6.8. (6) The drug is NS(=O)(=O)c1ccc(NC(=O)Nc2ccccc2F)cc1. The target protein (O43570) has sequence MPRRSLHAAAVLLLVILKEQPSSPAPVNGSKWTYFGPDGENSWSKKYPSCGGLLQSPIDLHSDILQYDASLTPLEFQGYNLSANKQFLLTNNGHSVKLNLPSDMHIQGLQSRYSATQLHLHWGNPNDPHGSEHTVSGQHFAAELHIVHYNSDLYPDASTASNKSEGLAVLAVLIEMGSFNPSYDKIFSHLQHVKYKGQEAFVPGFNIEELLPERTAEYYRYRGSLTTPPCNPTVLWTVFRNPVQISQEQLLALETALYCTHMDDPSPREMINNFRQVQKFDERLVYTSFSQVQVCTAAGLSLGIILSLALAGILGICIVVVVSIWLFRRKSIKKGDNKGVIYKPATKMETEAHA. The pKi is 8.1.